Dataset: Catalyst prediction with 721,799 reactions and 888 catalyst types from USPTO. Task: Predict which catalyst facilitates the given reaction. Reactant: [CH:1]([Si:4]([CH:37]([CH3:39])[CH3:38])([CH:34]([CH3:36])[CH3:35])[O:5][CH2:6][CH:7]1[CH2:12][CH2:11][N:10]([C:13]2[N:17]3[CH:18]=[C:19]([O:22][C@H:23]4[C:32]5[C:27](=[CH:28][CH:29]=[CH:30][CH:31]=5)[C@@H:26]([NH2:33])[CH2:25][CH2:24]4)[CH:20]=[CH:21][C:16]3=[N:15][N:14]=2)[CH2:9][CH2:8]1)([CH3:3])[CH3:2].ClC(Cl)(Cl)C[O:43][C:44](=O)[NH:45][C:46]1[N:47]([C:55]2[CH:60]=[CH:59][C:58]([O:61][Si:62]([CH:69]([CH3:71])[CH3:70])([CH:66]([CH3:68])[CH3:67])[CH:63]([CH3:65])[CH3:64])=[C:57]([Cl:72])[CH:56]=2)[N:48]=[C:49]([C:51]([CH3:54])([CH3:53])[CH3:52])[CH:50]=1.CCN(C(C)C)C(C)C. Product: [C:51]([C:49]1[CH:50]=[C:46]([NH:45][C:44]([NH:33][C@@H:26]2[C:27]3[C:32](=[CH:31][CH:30]=[CH:29][CH:28]=3)[C@H:23]([O:22][C:19]3[CH:20]=[CH:21][C:16]4[N:17]([C:13]([N:10]5[CH2:11][CH2:12][CH:7]([CH2:6][O:5][Si:4]([CH:1]([CH3:2])[CH3:3])([CH:34]([CH3:36])[CH3:35])[CH:37]([CH3:39])[CH3:38])[CH2:8][CH2:9]5)=[N:14][N:15]=4)[CH:18]=3)[CH2:24][CH2:25]2)=[O:43])[N:47]([C:55]2[CH:60]=[CH:59][C:58]([O:61][Si:62]([CH:66]([CH3:68])[CH3:67])([CH:69]([CH3:70])[CH3:71])[CH:63]([CH3:65])[CH3:64])=[C:57]([Cl:72])[CH:56]=2)[N:48]=1)([CH3:54])([CH3:53])[CH3:52]. The catalyst class is: 12.